This data is from Forward reaction prediction with 1.9M reactions from USPTO patents (1976-2016). The task is: Predict the product of the given reaction. (1) The product is: [F:1][C:2]1[CH:32]=[CH:31][C:5]([CH2:6][N:7]2[C:12](=[O:13])[C:11]([C:14]3[NH:19][C:18]4[CH:20]=[CH:21][C:22]([NH:51][S:48]([CH3:47])(=[O:50])=[O:49])=[CH:23][C:17]=4[S:16](=[O:26])(=[O:25])[N:15]=3)=[C:10]([OH:27])[C:9]3=[CH:28][CH:29]=[CH:30][N:8]23)=[CH:4][CH:3]=1. Given the reactants [F:1][C:2]1[CH:32]=[CH:31][C:5]([CH2:6][N:7]2[C:12](=[O:13])[C:11]([C:14]3[NH:19][C:18]4[CH:20]=[CH:21][C:22](I)=[CH:23][C:17]=4[S:16](=[O:26])(=[O:25])[N:15]=3)=[C:10]([OH:27])[C:9]3=[CH:28][CH:29]=[CH:30][N:8]23)=[CH:4][CH:3]=1.P([O-])([O-])([O-])=O.[K+].[K+].[K+].N(CC(O)=O)C.[CH3:47][S:48]([NH2:51])(=[O:50])=[O:49], predict the reaction product. (2) Given the reactants [Cl:1][C:2]1[CH:3]=[C:4]([C:9]2([C:34]([F:37])([F:36])[F:35])[O:13][N:12]([CH3:14])[C:11]([C:15]3[CH:32]=[CH:31][C:18]([CH2:19][N:20]4C(=O)C5C(=CC=CC=5)C4=O)=[C:17]([CH3:33])[CH:16]=3)=[CH:10]2)[CH:5]=[C:6]([Cl:8])[CH:7]=1.O.NN, predict the reaction product. The product is: [Cl:1][C:2]1[CH:3]=[C:4]([C:9]2([C:34]([F:36])([F:35])[F:37])[O:13][N:12]([CH3:14])[C:11]([C:15]3[CH:32]=[CH:31][C:18]([CH2:19][NH2:20])=[C:17]([CH3:33])[CH:16]=3)=[CH:10]2)[CH:5]=[C:6]([Cl:8])[CH:7]=1. (3) Given the reactants CC1C=CC(S(O[CH2:12][CH:13]2[CH2:17][C:16]3[C:18]([C:22]4[C:27]([CH3:28])=[CH:26][CH:25]=[CH:24][C:23]=4[CH3:29])=[CH:19][CH:20]=[CH:21][C:15]=3[O:14]2)(=O)=O)=CC=1.[N-:30]=[N+:31]=[N-:32].[Na+], predict the reaction product. The product is: [CH3:29][C:23]1[CH:24]=[CH:25][CH:26]=[C:27]([CH3:28])[C:22]=1[C:18]1[C:16]2[CH2:17][CH:13]([CH2:12][N:30]=[N+:31]=[N-:32])[O:14][C:15]=2[CH:21]=[CH:20][CH:19]=1. (4) Given the reactants Br[C:2]([CH3:9])([CH3:8])[C:3]([O:5][CH2:6][CH3:7])=[O:4].[NH2:10][C:11]1[N:12]([C:17]2[C:26]3[C:21](=[CH:22][CH:23]=[CH:24][CH:25]=3)[C:20]([CH:27]3[CH2:29][CH2:28]3)=[CH:19][CH:18]=2)[C:13]([SH:16])=[N:14][N:15]=1.[I-].[K+], predict the reaction product. The product is: [NH2:10][C:11]1[N:12]([C:17]2[C:26]3[C:21](=[CH:22][CH:23]=[CH:24][CH:25]=3)[C:20]([CH:27]3[CH2:29][CH2:28]3)=[CH:19][CH:18]=2)[C:13]([S:16][C:2]([CH3:9])([CH3:8])[C:3]([O:5][CH2:6][CH3:7])=[O:4])=[N:14][N:15]=1. (5) Given the reactants Br[C:2]1[C:3]([NH:22][CH2:23][CH2:24][CH2:25][OH:26])=[N:4][CH:5]=[C:6]([CH:21]=1)[C:7]([NH:9][C:10]1[CH:15]=[CH:14][C:13]([O:16][C:17]([F:20])([F:19])[F:18])=[CH:12][CH:11]=1)=[O:8].[CH3:27][O:28][C:29]1[N:34]=[CH:33][C:32](B(O)O)=[CH:31][CH:30]=1.C([O-])([O-])=O.[Na+].[Na+].CCO, predict the reaction product. The product is: [OH:26][CH2:25][CH2:24][CH2:23][NH:22][C:3]1[C:2]([C:32]2[CH:33]=[N:34][C:29]([O:28][CH3:27])=[CH:30][CH:31]=2)=[CH:21][C:6]([C:7]([NH:9][C:10]2[CH:15]=[CH:14][C:13]([O:16][C:17]([F:20])([F:19])[F:18])=[CH:12][CH:11]=2)=[O:8])=[CH:5][N:4]=1. (6) Given the reactants F[C:2]1[CH:9]=[CH:8][C:5]([CH:6]=O)=[CH:4][C:3]=1[O:10][C:11]1[CH:16]=[CH:15][CH:14]=[CH:13][CH:12]=1.[CH3:17][C:18]1[N:19]=[CH:20][NH:21][CH:22]=1.[C:23]([O-])([O-])=O.[K+].[K+].[N+](=C(P(=O)(OC)OC)C(=O)C)=[N-], predict the reaction product. The product is: [C:6]([C:5]1[CH:8]=[CH:9][C:2]([N:21]2[CH:22]=[C:18]([CH3:17])[N:19]=[CH:20]2)=[C:3]([O:10][C:11]2[CH:16]=[CH:15][CH:14]=[CH:13][CH:12]=2)[CH:4]=1)#[CH:23]. (7) Given the reactants Br[C:2]1[N:7]2[C:8]([Cl:15])=[C:9]([C:11]([F:14])([F:13])[F:12])[N:10]=[C:6]2[C:5]([N:16]([CH3:24])C(=O)OC(C)(C)C)=[CH:4][CH:3]=1.CC1(C)C(C)(C)OB([C:33]2[CH:34]=[C:35]3[C:40](=[CH:41][CH:42]=2)[NH:39][C:38](=[O:43])[CH:37]=[CH:36]3)O1.C(=O)([O-])[O-].[Na+].[Na+].O, predict the reaction product. The product is: [Cl:15][C:8]1[N:7]2[C:2]([C:33]3[CH:34]=[C:35]4[C:40](=[CH:41][CH:42]=3)[NH:39][C:38](=[O:43])[CH:37]=[CH:36]4)=[CH:3][CH:4]=[C:5]([NH:16][CH3:24])[C:6]2=[N:10][C:9]=1[C:11]([F:12])([F:13])[F:14]. (8) Given the reactants FC(F)(F)C(O)=O.[F:8][C:9]1[CH:27]=[C:26]([C:28]2[O:29][C:30]([CH3:33])=[N:31][N:32]=2)[CH:25]=[CH:24][C:10]=1[O:11][C@H:12]1[CH2:16][CH2:15][N:14]([CH:17]2[CH2:22][CH2:21][NH:20][CH2:19][CH2:18]2)[C:13]1=[O:23].C(N(C(C)C)C(C)C)C.Cl[C:44]1[S:48][N:47]=[C:46]([CH:49]([CH3:51])[CH3:50])[N:45]=1.O, predict the reaction product. The product is: [F:8][C:9]1[CH:27]=[C:26]([C:28]2[O:29][C:30]([CH3:33])=[N:31][N:32]=2)[CH:25]=[CH:24][C:10]=1[O:11][C@H:12]1[CH2:16][CH2:15][N:14]([CH:17]2[CH2:18][CH2:19][N:20]([C:44]3[S:48][N:47]=[C:46]([CH:49]([CH3:51])[CH3:50])[N:45]=3)[CH2:21][CH2:22]2)[C:13]1=[O:23].